The task is: Predict the reaction yield, written as a fraction of the theoretical maximum amount of product (1.0 means a 100% yield; for example, 0.34 means a 34% yield).. This data is from Reaction yield outcomes from USPTO patents with 853,638 reactions. (1) The reactants are CC1(C)C2C(=C(P(C3C=CC=CC=3)C3C=CC=CC=3)C=CC=2)OC2C(P(C3C=CC=CC=3)C3C=CC=CC=3)=CC=CC1=2.CC(C)([O-])C.[Na+].Br[C:50]1[CH:51]=[N:52][C:53]2[C:58]([CH:59]=1)=[N:57][CH:56]=[CH:55][C:54]=2[Cl:60].[NH:61]1[CH2:66][CH2:65][O:64][CH2:63][CH2:62]1. The catalyst is ClCCl.C1C=CC(/C=C/C(/C=C/C2C=CC=CC=2)=O)=CC=1.C1C=CC(/C=C/C(/C=C/C2C=CC=CC=2)=O)=CC=1.C1C=CC(/C=C/C(/C=C/C2C=CC=CC=2)=O)=CC=1.[Pd].[Pd].C1(C)C=CC=CC=1. The product is [Cl:60][C:54]1[CH:55]=[CH:56][N:57]=[C:58]2[C:53]=1[N:52]=[CH:51][C:50]([N:61]1[CH2:66][CH2:65][O:64][CH2:63][CH2:62]1)=[CH:59]2. The yield is 0.320. (2) The reactants are [C:1]([O:5][C:6]([N:8]1[CH2:12][CH2:11][CH2:10][CH:9]1[C:13]1[NH:14][C:15]([C:18]2[CH:23]=[CH:22][C:21]([C:24]3[CH:29]=[CH:28][C:27]([C:30]4[NH:31][C:32]([CH:35]5[CH2:39][CH2:38][CH2:37][N:36]5[C:40](=[O:53])[CH:41]([NH:48][C:49]([O:51][CH3:52])=[O:50])[CH2:42][CH2:43]C(F)(F)F)=[N:33][CH:34]=4)=[CH:26][CH:25]=3)=[CH:20][CH:19]=2)=[CH:16][N:17]=1)=[O:7])([CH3:4])([CH3:3])[CH3:2].COC(=O)C(NC(OC)=O)CC[O:60][CH2:61][C:62]([F:65])([F:64])[F:63]. No catalyst specified. The product is [C:1]([O:5][C:6]([N:8]1[CH2:12][CH2:11][CH2:10][CH:9]1[C:13]1[NH:14][C:15]([C:18]2[CH:23]=[CH:22][C:21]([C:24]3[CH:29]=[CH:28][C:27]([C:30]4[NH:31][C:32]([CH:35]5[CH2:39][CH2:38][CH2:37][N:36]5[C:40](=[O:53])[CH:41]([NH:48][C:49]([O:51][CH3:52])=[O:50])[CH2:42][CH2:43][O:60][CH2:61][C:62]([F:65])([F:64])[F:63])=[N:33][CH:34]=4)=[CH:26][CH:25]=3)=[CH:20][CH:19]=2)=[CH:16][N:17]=1)=[O:7])([CH3:3])([CH3:4])[CH3:2]. The yield is 0.740. (3) The reactants are [C:1]([C:9]1[S:10][CH:11]=[CH:12][C:13]=1[C:14]([OH:16])=[O:15])(=[O:8])[C:2]1[CH:7]=[CH:6][N:5]=[CH:4][CH:3]=1.C([O-])([O-])=O.[Cs+].[Cs+].[CH3:23][CH2:24]I. The catalyst is CC#N. The product is [C:1]([C:9]1[S:10][CH:11]=[CH:12][C:13]=1[C:14]([O:16][CH2:23][CH3:24])=[O:15])(=[O:8])[C:2]1[CH:7]=[CH:6][N:5]=[CH:4][CH:3]=1. The yield is 0.855. (4) The reactants are O=[C:2]1[C:23]2[C:18](=[CH:19][CH:20]=[CH:21][CH:22]=2)[O:17][C:4]2([CH2:9][CH2:8][N:7]([C:10]([O:12][C:13]([CH3:16])([CH3:15])[CH3:14])=[O:11])[CH2:6][CH2:5]2)[CH2:3]1.[NH2:24][OH:25].O. The catalyst is CO.C(OCC)(=O)C. The product is [OH:25]/[N:24]=[C:2]1\[CH2:3][C:4]2([O:17][C:18]3[C:23]\1=[CH:22][CH:21]=[CH:20][CH:19]=3)[CH2:9][CH2:8][N:7]([C:10]([O:12][C:13]([CH3:16])([CH3:15])[CH3:14])=[O:11])[CH2:6][CH2:5]2. The yield is 0.980. (5) The catalyst is Cl.O1CCOCC1. The yield is 0.860. The product is [Cl:25][C:14]1[CH:15]=[C:16]2[C:11](=[CH:12][CH:13]=1)[N:10]=[C:9]([N:26]([CH2:27][CH3:28])[CH2:29][CH3:30])[C:8]([C:6]([OH:7])=[O:5])=[C:17]2[C:18]1[CH:23]=[CH:22][CH:21]=[C:20]([Cl:24])[CH:19]=1. The reactants are C([O:5][C:6]([C:8]1[C:9]([N:26]([CH2:29][CH3:30])[CH2:27][CH3:28])=[N:10][C:11]2[C:16]([C:17]=1[C:18]1[CH:23]=[CH:22][CH:21]=[C:20]([Cl:24])[CH:19]=1)=[CH:15][C:14]([Cl:25])=[CH:13][CH:12]=2)=[O:7])(C)(C)C. (6) The reactants are [C:1]1(=O)[CH2:5][CH2:4][CH2:3][CH2:2]1.[NH2:7][C:8]([NH2:10])=[S:9].II.C(OC(C)C)(C)C. No catalyst specified. The product is [S:9]1[C:2]2[CH2:3][CH2:4][CH2:5][C:1]=2[N:7]=[C:8]1[NH2:10]. The yield is 0.400. (7) The reactants are C([O:3][CH:4](OCC)[CH2:5][O:6][CH2:7][C:8]1[CH:13]=[CH:12][CH:11]=[CH:10][CH:9]=1)C.P(Cl)(Cl)(Cl)(Cl)Cl.[CH3:23][N:24]([CH3:27])[CH:25]=O.[OH-].[Na+]. The catalyst is O. The product is [CH2:7]([O:6][C:5](=[CH:23][N:24]([CH3:27])[CH3:25])[CH:4]=[O:3])[C:8]1[CH:13]=[CH:12][CH:11]=[CH:10][CH:9]=1. The yield is 0.530. (8) The reactants are F[C:2]1[CH:7]=[CH:6][C:5]([N+:8]([O-:10])=[O:9])=[CH:4][CH:3]=1.[C:11]([NH2:15])([CH3:14])([CH3:13])[CH3:12].O. The catalyst is CS(C)=O. The product is [C:11]([NH:15][C:2]1[CH:7]=[CH:6][C:5]([N+:8]([O-:10])=[O:9])=[CH:4][CH:3]=1)([CH3:14])([CH3:13])[CH3:12]. The yield is 0.730. (9) The yield is 0.550. The product is [N:30]1[CH:31]=[CH:32][N:33]=[CH:34][C:29]=1[C:2]1[CH:11]=[C:10]2[C:5]([CH:6]=[C:7]([NH:12][C:13]([CH:15]3[CH2:17][CH2:16]3)=[O:14])[N:8]=[CH:9]2)=[CH:4][CH:3]=1. The catalyst is C1C=CC([P]([Pd]([P](C2C=CC=CC=2)(C2C=CC=CC=2)C2C=CC=CC=2)([P](C2C=CC=CC=2)(C2C=CC=CC=2)C2C=CC=CC=2)[P](C2C=CC=CC=2)(C2C=CC=CC=2)C2C=CC=CC=2)(C2C=CC=CC=2)C2C=CC=CC=2)=CC=1.C(OCC)(=O)C. The reactants are Br[C:2]1[CH:11]=[C:10]2[C:5]([CH:6]=[C:7]([NH:12][C:13]([CH:15]3[CH2:17][CH2:16]3)=[O:14])[N:8]=[CH:9]2)=[CH:4][CH:3]=1.O1CCOCC1.C([Sn](CCCC)(CCCC)[C:29]1[CH:34]=[N:33][CH:32]=[CH:31][N:30]=1)CCC. (10) The reactants are [CH3:1][CH:2]([CH3:11])[C:3]([C:5]1[CH:6]=[N:7][CH:8]=[CH:9][CH:10]=1)=[O:4].C[Si]([N-][Si](C)(C)C)(C)C.[Li+].C1C=CC(S(N(S(C2C=CC=CC=2)(=O)=O)[F:32])(=O)=O)=CC=1.[Cl-].[NH4+]. The catalyst is C1COCC1.O. The product is [F:32][C:2]([CH3:11])([CH3:1])[C:3]([C:5]1[CH:6]=[N:7][CH:8]=[CH:9][CH:10]=1)=[O:4]. The yield is 0.890.